From a dataset of Human Reference Interactome with 51,813 positive PPI pairs across 8,248 proteins, plus equal number of experimentally-validated negative pairs. Binary Classification. Given two protein amino acid sequences, predict whether they physically interact or not. (1) Protein 1 (ENSG00000130475) has sequence MSYFGEHFWGEKNHGFEVLYHSVKQGPISTKELADFIRERATIEETYSKAMAKLSKLASNGTPMGTFAPLWEVFRVSSDKLALCHLELTRKLQDLIKDVLRYGEEQLKTHKKCKEEVVSTLDAVQVLSGVSQLLPKSRENYLNRCMDQERLRRESTSQKEMDKAETKTKKAAESLRRSVEKYNSARADFEQKMLDSALRFQAMEETHLRHMKALLGSYAHSVEDTHVQIGQVHEEFKQNIENVSVEMLLRKFAESKGTGREKPGPLDFEAYSAAALQEAMKRLRGAKAFRLPGLSRRERE.... Protein 2 (ENSG00000140463) has sequence MAEERVATRTQFPVSTESQKPRQKKAPEFPILEKQNWLIHLHYIRKDYEACKAVIKEQLQETQGLCEYAIYVQALIFRLEGNIQESLELFQTCAVLSPQSADNLKQVARSLFLLGKHKAAIEVYNEAAKLNQKDWEISHNLGVCYIYLKQFNKAQDQLHNALNLNRHDLTYIMLGKIHLLEGDLDKAIEVYKKAVEFSPENTELLTTLGLLYLQLGIYQKAFEHLGNALTYDPTNYKAILAAGSMMQTHGDFDVALTKYRVVACAVPESPPLWNNIGMCFFGKKKYVAAISCLKRANYLA.... Result: 0 (the proteins do not interact). (2) Protein 1 (ENSG00000255104) has sequence METDLAEMPEKGALSSQDSPHFQEKSTEEGEVAALRLTARSQETVTFKDVAMDFTPEEWGKLDPAQRDVMLENYRNLVSLWLPVSKPESYNLENGKEPLKLERKAPKSSYSDMETRPQSKDSTSVQDFSKAESCKVAIIDRLTRNSVYDSNLEAALECENWLENQQGNQERHLREMFTHMNSLSEETDHKHDVYWKSFNQKSVLITEDRVPKGSYAFHTLEKSLKQKSNLMKKQRTYKEKKPHKCNDCGELFTYHSVLIRHQRVHTGEKPYTCNECGKSFSHRANLTKHQRTHTRILFEC.... Protein 2 (ENSG00000122085) has sequence MAAFGRQVLDWHRLIPLTWACMARQTPHLGEQRRTTASLLRKLTTASNGGVIEELSCVRSNNYVQEPECRRNLVQCLLEKQGTPVVQGSLELERVMSSLLDMGFSNAHINELLSVRRGASLQQLLDIISEFILLGLNPEPVCVVLKKSPQLLKLPIMQMRKRSSYLQKLGLGEGKLKRVLYCCPEIFTMRQQDINDTVRLLKEKCLFTVQQVTKILHSCPSVLREDLGQLEYKFQYAYFRMGIKHPDIVKSEYLQYSLTKIKQRHIYLERLGRYQTPDKKGQTQIPNPLLKDILRVSEAE.... Result: 0 (the proteins do not interact).